Task: Predict the reactants needed to synthesize the given product.. Dataset: Full USPTO retrosynthesis dataset with 1.9M reactions from patents (1976-2016) (1) Given the product [C:1]1([CH:7]2[O:11][N:10]=[C:9]([C:12]3[N:13]=[C:14]([CH:17]4[CH2:22][CH2:21][NH:20][CH2:19][CH2:18]4)[S:15][CH:16]=3)[CH2:8]2)[CH:2]=[CH:3][CH:4]=[CH:5][CH:6]=1, predict the reactants needed to synthesize it. The reactants are: [C:1]1([CH:7]2[O:11][N:10]=[C:9]([C:12]3[N:13]=[C:14]([CH:17]4[CH2:22][CH2:21][N:20](C(OC(C)(C)C)=O)[CH2:19][CH2:18]4)[S:15][CH:16]=3)[CH2:8]2)[CH:6]=[CH:5][CH:4]=[CH:3][CH:2]=1.Cl.C(OCC)C.CO. (2) Given the product [CH3:17][O:16][C:9]1[CH:8]=[C:7]2[C:12]([C:13]([C:14]([OH:30])=[O:15])=[C:5]([C:3]([O:2][CH3:1])=[O:4])[N:6]2[CH2:18][C:19]2[CH:24]=[CH:23][CH:22]=[CH:21][N:20]=2)=[CH:11][CH:10]=1, predict the reactants needed to synthesize it. The reactants are: [CH3:1][O:2][C:3]([C:5]1[N:6]([CH2:18][C:19]2[CH:24]=[CH:23][CH:22]=[CH:21][N:20]=2)[C:7]2[C:12]([C:13]=1[CH:14]=[O:15])=[CH:11][CH:10]=[C:9]([O:16][CH3:17])[CH:8]=2)=[O:4].CC(=CC)C.[O-:30]Cl=O.[Na+]. (3) Given the product [NH2:8][C:4]1[N:5]=[CH:6][N:7]=[C:2]([NH:15][C@H:16]([C:19]2[N:20]([CH:31]3[CH2:33][CH2:32]3)[C:21](=[O:30])[C:22]3[C:27]([CH:28]=2)=[CH:26][CH:25]=[CH:24][C:23]=3[Cl:29])[CH2:17][CH3:18])[C:3]=1[C:9]1[N:10]=[N:11][N:12]([CH3:14])[N:13]=1, predict the reactants needed to synthesize it. The reactants are: Cl[C:2]1[N:7]=[CH:6][N:5]=[C:4]([NH2:8])[C:3]=1[C:9]1[N:10]=[N:11][N:12]([CH3:14])[N:13]=1.[NH2:15][C@H:16]([C:19]1[N:20]([CH:31]2[CH2:33][CH2:32]2)[C:21](=[O:30])[C:22]2[C:27]([CH:28]=1)=[CH:26][CH:25]=[CH:24][C:23]=2[Cl:29])[CH2:17][CH3:18].CCN(C(C)C)C(C)C. (4) Given the product [O:1]=[C:2]1[NH:6][CH:5]=[C:4]([C:7]([NH:9][CH2:10][CH2:11][CH:12]2[CH2:17][CH2:16][NH:15][CH2:14][CH2:13]2)=[O:8])[O:3]1, predict the reactants needed to synthesize it. The reactants are: [O:1]=[C:2]1[NH:6][CH:5]=[C:4]([C:7]([NH:9][CH2:10][CH2:11][CH:12]2[CH2:17][CH2:16][N:15](C(OC(C)(C)C)=O)[CH2:14][CH2:13]2)=[O:8])[O:3]1.Cl.O1CCOCC1.